Predict the product of the given reaction. From a dataset of Forward reaction prediction with 1.9M reactions from USPTO patents (1976-2016). (1) Given the reactants [F:1][C:2]1[CH:11]=[C:10]2[C:5]([CH:6]=[CH:7][CH:8]=[N:9]2)=[CH:4][C:3]=1[CH2:12][C:13]1[N:17]2[N:18]=[C:19]([C:22]3[CH:23]=[N:24][N:25]([CH:27]4[CH2:32][CH2:31][NH:30][CH2:29][CH2:28]4)[CH:26]=3)[CH:20]=[CH:21][C:16]2=[N:15][CH:14]=1.C(N(CC)CC)C.[C:40](Cl)(=[O:42])[CH3:41], predict the reaction product. The product is: [F:1][C:2]1[CH:11]=[C:10]2[C:5]([CH:6]=[CH:7][CH:8]=[N:9]2)=[CH:4][C:3]=1[CH2:12][C:13]1[N:17]2[N:18]=[C:19]([C:22]3[CH:23]=[N:24][N:25]([CH:27]4[CH2:32][CH2:31][N:30]([C:40](=[O:42])[CH3:41])[CH2:29][CH2:28]4)[CH:26]=3)[CH:20]=[CH:21][C:16]2=[N:15][CH:14]=1. (2) Given the reactants Br[C:2]1[CH:3]=[C:4]([CH:10]=[C:11]([F:13])[CH:12]=1)[C:5]([O:7][CH2:8][CH3:9])=[O:6].[CH3:14][C:15]1([CH3:31])[C:19]([CH3:21])([CH3:20])[O:18][B:17]([B:17]2[O:18][C:19]([CH3:21])([CH3:20])[C:15]([CH3:31])([CH3:14])[O:16]2)[O:16]1.C(O[K])(C)=O, predict the reaction product. The product is: [F:13][C:11]1[CH:10]=[C:4]([CH:3]=[C:2]([B:17]2[O:18][C:19]([CH3:21])([CH3:20])[C:15]([CH3:31])([CH3:14])[O:16]2)[CH:12]=1)[C:5]([O:7][CH2:8][CH3:9])=[O:6].